From a dataset of Full USPTO retrosynthesis dataset with 1.9M reactions from patents (1976-2016). Predict the reactants needed to synthesize the given product. (1) Given the product [CH3:1][N:2]1[C:7]2[CH:8]=[CH:9][N:10]([CH2:16][C:17]([NH:19][C:20]3[S:21][CH:22]=[C:23]([C:25]4[CH:30]=[CH:29][C:28]([Cl:31])=[C:27]([C:32]([F:35])([F:33])[F:34])[CH:26]=4)[N:24]=3)=[O:18])[C:6]=2[C:5](=[O:12])[N:4]([CH3:13])[C:3]1=[O:14], predict the reactants needed to synthesize it. The reactants are: [CH3:1][N:2]1[C:7]2[C:8](C)=[CH:9][NH:10][C:6]=2[C:5](=[O:12])[N:4]([CH3:13])[C:3]1=[O:14].Br[CH2:16][C:17]([NH:19][C:20]1[S:21][CH:22]=[C:23]([C:25]2[CH:30]=[CH:29][C:28]([Cl:31])=[C:27]([C:32]([F:35])([F:34])[F:33])[CH:26]=2)[N:24]=1)=[O:18].[H-].[Na+]. (2) Given the product [F:1][C:2]1[CH:3]=[CH:4][C:5]([CH:8]2[CH2:9][CH2:10][CH:11]([CH2:13][O:14][CH:16]3[CH2:17][CH2:18][CH2:19][CH2:20][O:15]3)[O:12]2)=[CH:6][N:7]=1, predict the reactants needed to synthesize it. The reactants are: [F:1][C:2]1[N:7]=[CH:6][C:5]([CH:8]2[O:12][CH:11]([CH2:13][OH:14])[CH2:10][CH2:9]2)=[CH:4][CH:3]=1.[O:15]1[CH:20]=[CH:19][CH2:18][CH2:17][CH2:16]1.C1(C)C=CC(S(O)(=O)=O)=CC=1. (3) Given the product [CH:2]1([NH:5][C:6]([C:8]2([N:11]([CH3:12])[C:33]([C:18]3[CH:17]=[C:16]4[C:15](=[CH:20][CH:19]=3)[N:14]([CH3:13])[C:26]3[CH2:21][CH2:22][CH:23]([CH:27]5[CH2:32][CH2:31][O:30][CH2:29][CH2:28]5)[CH2:24][C:25]4=3)=[O:34])[CH2:9][CH2:10]2)=[O:7])[CH2:4][CH2:3]1, predict the reactants needed to synthesize it. The reactants are: [Cl-].[CH:2]1([NH:5][C:6]([C:8]2([NH2+:11][CH3:12])[CH2:10][CH2:9]2)=[O:7])[CH2:4][CH2:3]1.[CH3:13][N:14]1[C:26]2[CH2:25][CH2:24][CH:23]([CH:27]3[CH2:32][CH2:31][O:30][CH2:29][CH2:28]3)[CH2:22][C:21]=2[C:20]2[C:15]1=[CH:16][CH:17]=[C:18]([C:33](O)=[O:34])[CH:19]=2.CCN(C(C)C)C(C)C.CN(C(ON1N=NC2C=CC=NC1=2)=[N+](C)C)C.F[P-](F)(F)(F)(F)F.